From a dataset of Reaction yield outcomes from USPTO patents with 853,638 reactions. Predict the reaction yield, written as a fraction of the theoretical maximum amount of product (1.0 means a 100% yield; for example, 0.34 means a 34% yield). (1) The reactants are Cl.Cl.Cl.Cl.[NH2:5][C:6]1[C:11]([NH2:12])=[CH:10][C:9]([NH2:13])=[C:8]([NH2:14])[C:7]=1[CH3:15].[Sn].[OH-].[Na+]. The catalyst is O. The product is [NH2:5][C:6]1[C:11]([NH2:12])=[CH:10][C:9]([NH2:13])=[C:8]([NH2:14])[C:7]=1[CH3:15]. The yield is 0.820. (2) The reactants are C[C:2]([CH3:5])([O-])C.[K+].C1(C)C=CC(S(C[N+:17]#[C-])(=O)=O)=CC=1.[C:20]([O:24][CH3:25])(=[O:23])[CH:21]=[CH2:22].O. The catalyst is O1CCCC1. The product is [NH:17]1[CH:2]=[CH:5][C:21]([C:20]([O:24][CH3:25])=[O:23])=[CH:22]1. The yield is 0.410. (3) The catalyst is CN(C)C=O. The yield is 0.170. The reactants are [CH2:1]([O:8][C:9]1[CH:10]=[CH:11][C:12]([OH:18])=[C:13]([C:15](=O)[CH3:16])[CH:14]=1)[C:2]1[CH:7]=[CH:6][CH:5]=[CH:4][CH:3]=1.C(=O)([O-])[O-].[K+].[K+].Br[CH2:26][C:27]([O:29][CH2:30][CH3:31])=[O:28].O. The product is [CH2:1]([O:8][C:9]1[CH:10]=[CH:11][C:12]2[O:18][C:26]([C:27]([O:29][CH2:30][CH3:31])=[O:28])=[C:15]([CH3:16])[C:13]=2[CH:14]=1)[C:2]1[CH:7]=[CH:6][CH:5]=[CH:4][CH:3]=1. (4) The reactants are [ClH:1].C1(C[O:6][C:7]2[CH:8]=[C:9]([F:37])[CH:10]=[C:11]3[C:16]=2[N:15]=[C:14]([C:17]2[N:21]4[CH:22]=[C:23]([C@@H:26]([N:31]5[CH2:35][CH2:34][C@H:33]([NH2:36])[CH2:32]5)[C:27]([F:30])([F:29])[F:28])[CH:24]=[CH:25][C:20]4=[N:19][N:18]=2)[CH:13]=[CH:12]3)CC1. The catalyst is Cl.CC(O)C. The product is [ClH:1].[NH2:36][C@H:33]1[CH2:34][CH2:35][N:31]([C@H:26]([C:23]2[CH:24]=[CH:25][C:20]3[N:21]([C:17]([C:14]4[CH:13]=[CH:12][C:11]5[C:16](=[C:7]([OH:6])[CH:8]=[C:9]([F:37])[CH:10]=5)[N:15]=4)=[N:18][N:19]=3)[CH:22]=2)[C:27]([F:29])([F:28])[F:30])[CH2:32]1. The yield is 0.718. (5) The reactants are [Br:1][C:2]1[C:7]([OH:8])=[CH:6][CH:5]=[CH:4][C:3]=1[C:9](=[O:11])[CH3:10].[F:12][C:13]([F:21])(S(F)(=O)=O)C(O)=O.O. The catalyst is C(#N)C.[Cu]I. The product is [Br:1][C:2]1[C:7]([O:8][CH:13]([F:21])[F:12])=[CH:6][CH:5]=[CH:4][C:3]=1[C:9](=[O:11])[CH3:10]. The yield is 0.180. (6) The reactants are [CH3:1][O:2][C:3]([C@H:5]1[CH2:10][CH2:9][C@H:8]([CH2:11][NH:12][C:13]2[CH:18]=[C:17]([O:19][CH:20]3[CH2:25][CH2:24][CH2:23][CH2:22][O:21]3)[CH:16]=[CH:15][C:14]=2[N+:26]([O-])=O)[CH2:7][CH2:6]1)=[O:4].O.NN. The catalyst is CCO.[Pd]. The product is [CH3:1][O:2][C:3]([C@H:5]1[CH2:6][CH2:7][C@H:8]([CH2:11][NH:12][C:13]2[CH:18]=[C:17]([O:19][CH:20]3[CH2:25][CH2:24][CH2:23][CH2:22][O:21]3)[CH:16]=[CH:15][C:14]=2[NH2:26])[CH2:9][CH2:10]1)=[O:4]. The yield is 0.860.